Dataset: Catalyst prediction with 721,799 reactions and 888 catalyst types from USPTO. Task: Predict which catalyst facilitates the given reaction. (1) Reactant: [Li+].[F:2][C:3]1[C:11]([O:12][C:13]2[C:14]3[CH:21]=[C:20]([C:22]4[CH:30]=[CH:29][C:25]([C:26]([O-:28])=O)=[CH:24][CH:23]=4)[NH:19][C:15]=3[N:16]=[CH:17][N:18]=2)=[CH:10][CH:9]=[C:8]2[C:4]=1[CH:5]=[C:6]([CH3:31])[NH:7]2.[CH2:32]([N:34]1[CH2:39][CH2:38][NH:37][CH2:36][CH2:35]1)[CH3:33].C(OP(C#N)(=O)OCC)C. Product: [CH2:32]([N:34]1[CH2:39][CH2:38][N:37]([C:26]([C:25]2[CH:24]=[CH:23][C:22]([C:20]3[NH:19][C:15]4[N:16]=[CH:17][N:18]=[C:13]([O:12][C:11]5[C:3]([F:2])=[C:4]6[C:8](=[CH:9][CH:10]=5)[NH:7][C:6]([CH3:31])=[CH:5]6)[C:14]=4[CH:21]=3)=[CH:30][CH:29]=2)=[O:28])[CH2:36][CH2:35]1)[CH3:33]. The catalyst class is: 3. (2) Reactant: [C:1]([O:5][C:6]([N:8]([CH2:26][C:27]([O:29][C:30]([CH3:33])([CH3:32])[CH3:31])=[O:28])[C:9]1[CH:14]=[CH:13][CH:12]=[C:11]([CH2:15][NH:16][S:17]([C:20]2[CH:21]=[N:22][CH:23]=[CH:24][CH:25]=2)(=[O:19])=[O:18])[N:10]=1)=[O:7])([CH3:4])([CH3:3])[CH3:2].[CH2:34]([C:36]1([C:40]2[CH:47]=[CH:46][C:43]([CH2:44]O)=[CH:42][CH:41]=2)[CH2:39][CH2:38][CH2:37]1)[CH3:35].C(P(CCCC)CCCC)CCC.CN(C)C(N=NC(N(C)C)=O)=O. Product: [C:1]([O:5][C:6]([N:8]([CH2:26][C:27]([O:29][C:30]([CH3:33])([CH3:32])[CH3:31])=[O:28])[C:9]1[CH:14]=[CH:13][CH:12]=[C:11]([CH:15]([CH2:44][C:43]2[CH:46]=[CH:47][C:40]([C:36]3([CH2:34][CH3:35])[CH2:37][CH2:38][CH2:39]3)=[CH:41][CH:42]=2)[NH:16][S:17]([C:20]2[CH:21]=[N:22][CH:23]=[CH:24][CH:25]=2)(=[O:19])=[O:18])[N:10]=1)=[O:7])([CH3:4])([CH3:3])[CH3:2]. The catalyst class is: 132.